From a dataset of Full USPTO retrosynthesis dataset with 1.9M reactions from patents (1976-2016). Predict the reactants needed to synthesize the given product. (1) Given the product [CH3:1][C:2]1[CH:3]=[CH:4][C:5]([S:8]([NH:11][CH2:12][CH:13]([C:29]2[CH:34]=[CH:33][CH:32]=[CH:31][CH:30]=2)[CH2:14][C:15]([NH:17][C:18]2[CH:19]=[CH:20][C:21]([C:22]([OH:24])=[O:23])=[CH:27][CH:28]=2)=[O:16])(=[O:9])=[O:10])=[CH:6][CH:7]=1, predict the reactants needed to synthesize it. The reactants are: [CH3:1][C:2]1[CH:7]=[CH:6][C:5]([S:8]([NH:11][CH2:12][CH:13]([C:29]2[CH:34]=[CH:33][CH:32]=[CH:31][CH:30]=2)[CH2:14][C:15]([NH:17][C:18]2[CH:28]=[CH:27][C:21]([C:22]([O:24]CC)=[O:23])=[CH:20][CH:19]=2)=[O:16])(=[O:10])=[O:9])=[CH:4][CH:3]=1.[OH-].[Na+]. (2) The reactants are: [NH2:1][C:2]1[CH:3]=[C:4]([C:19]2[CH:24]=[CH:23][CH:22]=[CH:21][C:20]=2[C:25]([F:28])([F:27])[F:26])[CH:5]=[CH:6][C:7]=1[NH:8][C:9](=O)[CH:10]=[CH:11][CH:12]1[CH2:17][CH2:16][O:15][CH2:14][CH2:13]1.C1(C)C=CC(S(O)(=O)=O)=CC=1.C([O-])(O)=O.[Na+]. Given the product [O:15]1[CH2:16][CH2:17][CH:12](/[CH:11]=[CH:10]/[C:9]2[NH:8][C:7]3[CH:6]=[CH:5][C:4]([C:19]4[CH:24]=[CH:23][CH:22]=[CH:21][C:20]=4[C:25]([F:28])([F:27])[F:26])=[CH:3][C:2]=3[N:1]=2)[CH2:13][CH2:14]1, predict the reactants needed to synthesize it. (3) Given the product [CH2:1]=[CH:2][C:3](=[CH2:4])[CH3:5].[CH2:6]=[CH:7][C:8]1[CH:13]=[CH:12][CH:11]=[CH:10][CH:9]=1, predict the reactants needed to synthesize it. The reactants are: [CH2:1]=[CH:2][C:3](=[CH2:5])[CH3:4].[CH2:6]=[CH:7][C:8]1[CH:13]=[CH:12][CH:11]=[CH:10][CH:9]=1. (4) Given the product [CH3:3][O:2][C:1]([C:11]1[CH:16]=[CH:15][C:14]([S:17]([NH2:20])(=[O:19])=[O:18])=[CH:13][CH:12]=1)=[O:6], predict the reactants needed to synthesize it. The reactants are: [CH:1]([O:6]C)(OC)[O:2][CH3:3].C([C:11]1[CH:16]=[CH:15][C:14]([S:17]([NH2:20])(=[O:19])=[O:18])=[CH:13][CH:12]=1)(O)=O. (5) Given the product [CH3:28][C:13]([C@@H:11]1[CH2:12][NH:8][C:9](=[O:29])[CH2:10]1)([S:15]([C:18]1[CH:23]=[CH:22][CH:21]=[C:20]([C:24]([F:26])([F:25])[F:27])[CH:19]=1)(=[O:16])=[O:17])[CH3:14], predict the reactants needed to synthesize it. The reactants are: COC1C=CC(C[N:8]2[CH2:12][C@@H:11]([C:13]([CH3:28])([S:15]([C:18]3[CH:23]=[CH:22][CH:21]=[C:20]([C:24]([F:27])([F:26])[F:25])[CH:19]=3)(=[O:17])=[O:16])[CH3:14])[CH2:10][C:9]2=[O:29])=CC=1.O=[N+]([O-])[O-].[O-][N+](=O)[O-].[O-][N+](=O)[O-].[O-][N+](=O)[O-].[O-][N+](=O)[O-].[O-][N+](=O)[O-].[Ce+4].[NH4+].[NH4+].CC#N.